This data is from Catalyst prediction with 721,799 reactions and 888 catalyst types from USPTO. The task is: Predict which catalyst facilitates the given reaction. (1) Product: [PH:11](=[O:14])([O:16][C:2]1[CH:7]=[CH:6][CH:5]=[C:4]([N+:8]([O-:10])=[O:9])[CH:3]=1)[O:12][CH3:13]. The catalyst class is: 790. Reactant: I[C:2]1[CH:7]=[CH:6][CH:5]=[C:4]([N+:8]([O-:10])=[O:9])[CH:3]=1.[P:11]([O-:16])([O:14]C)[O:12][CH3:13].C(N(CC)CC)C. (2) Reactant: [F:1][C:2]1[CH:3]=[C:4]([NH:13][S:14]([C:17]2[CH:25]=[CH:24][C:20]([C:21]([OH:23])=O)=[CH:19][CH:18]=2)(=[O:16])=[O:15])[CH:5]=[C:6]([F:12])[C:7]=1[C:8]([O:10]C)=[O:9].CN(C(ON1N=NC2C=CC=NC1=2)=[N+](C)C)C.F[P-](F)(F)(F)(F)F.[O:50]1[CH2:55][CH2:54][CH:53]([CH2:56][NH2:57])[CH2:52][CH2:51]1.CCN(C(C)C)C(C)C. Product: [F:1][C:2]1[CH:3]=[C:4]([NH:13][S:14]([C:17]2[CH:25]=[CH:24][C:20]([C:21]([NH:57][CH2:56][CH:53]3[CH2:54][CH2:55][O:50][CH2:51][CH2:52]3)=[O:23])=[CH:19][CH:18]=2)(=[O:16])=[O:15])[CH:5]=[C:6]([F:12])[C:7]=1[C:8]([OH:10])=[O:9]. The catalyst class is: 229. (3) Reactant: [F:1][CH:2]([F:43])[C:3]1[CH:12]=[C:11]2[C:6]([CH2:7][CH2:8][CH2:9][N:10]2[C:13]2[C:17]3[CH2:18][N:19]([C:22]([O:24][C:25]([CH3:28])([CH3:27])[CH3:26])=[O:23])[CH2:20][CH2:21][C:16]=3[N:15](COCC[Si](C)(C)C)[N:14]=2)=[CH:5][C:4]=1[C:37]1[CH:38]=[N:39][N:40]([CH3:42])[CH:41]=1.[F-].C([N+](CCCC)(CCCC)CCCC)CCC.CCOC(C)=O. Product: [F:43][CH:2]([F:1])[C:3]1[CH:12]=[C:11]2[C:6]([CH2:7][CH2:8][CH2:9][N:10]2[C:13]2[C:17]3[CH2:18][N:19]([C:22]([O:24][C:25]([CH3:26])([CH3:27])[CH3:28])=[O:23])[CH2:20][CH2:21][C:16]=3[NH:15][N:14]=2)=[CH:5][C:4]=1[C:37]1[CH:38]=[N:39][N:40]([CH3:42])[CH:41]=1. The catalyst class is: 1. (4) Reactant: C(OC([NH:11][C@@H:12]1[CH2:16][CH2:15][C@:14]([CH3:21])([C:17]([O:19][CH3:20])=[O:18])[C:13]1([CH3:23])[CH3:22])=O)C1C=CC=CC=1. Product: [NH2:11][C@@H:12]1[CH2:16][CH2:15][C@:14]([CH3:21])([C:17]([O:19][CH3:20])=[O:18])[C:13]1([CH3:23])[CH3:22]. The catalyst class is: 63. (5) Reactant: I([O-])(=O)(=O)=O.[Na+].C([O-])(=O)C.[NH4+].CC1(C)C(C)(C)[O:16][B:15]([C:20]2[CH:25]=[CH:24][C:23]([N:26]([C:43](=[O:52])/[CH:44]=[CH:45]/[C:46]3[CH:51]=[CH:50][CH:49]=[CH:48][CH:47]=3)[CH2:27][C:28]([N:30]3[CH2:34][CH2:33][C@H:32]([NH:35][C:36](=[O:42])[O:37][C:38]([CH3:41])([CH3:40])[CH3:39])[CH2:31]3)=[O:29])=[CH:22][CH:21]=2)[O:14]1. Product: [B:15]([C:20]1[CH:21]=[CH:22][C:23]([N:26]([C:43](=[O:52])/[CH:44]=[CH:45]/[C:46]2[CH:51]=[CH:50][CH:49]=[CH:48][CH:47]=2)[CH2:27][C:28]([N:30]2[CH2:34][CH2:33][C@H:32]([NH:35][C:36](=[O:42])[O:37][C:38]([CH3:41])([CH3:40])[CH3:39])[CH2:31]2)=[O:29])=[CH:24][CH:25]=1)([OH:14])[OH:16]. The catalyst class is: 283. (6) Reactant: [Br:1][C:2]1[CH:3]=[C:4]2[NH:10][CH:9]=[C:8]([C:11]#[N:12])[C:5]2=[N:6][CH:7]=1.[H-].[Na+].Br[CH2:16][CH:17]1[CH2:22][CH2:21][O:20][CH2:19][CH2:18]1. Product: [Br:1][C:2]1[CH:3]=[C:4]2[N:10]([CH2:16][CH:17]3[CH2:22][CH2:21][O:20][CH2:19][CH2:18]3)[CH:9]=[C:8]([C:11]#[N:12])[C:5]2=[N:6][CH:7]=1. The catalyst class is: 42. (7) Reactant: Br[C:2]1[NH:6][C:5]2[CH:7]=[C:8]([C:10]([O:12][CH3:13])=[O:11])[S:9][C:4]=2[C:3]=1[CH:14]1[CH2:19][CH2:18][CH2:17][CH2:16][CH2:15]1.[CH2:20]([O:27][C:28]1[CH:29]=[CH:30][C:31](B2OC(C)(C)C(C)(C)O2)=[C:32]([NH2:34])[CH:33]=1)[C:21]1[CH:26]=[CH:25][CH:24]=[CH:23][CH:22]=1.O.C(=O)([O-])O.[Na+]. Product: [NH2:34][C:32]1[CH:33]=[C:28]([O:27][CH2:20][C:21]2[CH:26]=[CH:25][CH:24]=[CH:23][CH:22]=2)[CH:29]=[CH:30][C:31]=1[C:2]1[NH:6][C:5]2[CH:7]=[C:8]([C:10]([O:12][CH3:13])=[O:11])[S:9][C:4]=2[C:3]=1[CH:14]1[CH2:19][CH2:18][CH2:17][CH2:16][CH2:15]1. The catalyst class is: 104. (8) Reactant: B(Br)(Br)Br.[CH2:5]([N:12]1[CH2:17][CH2:16][N:15]([C:18](=[O:33])[C:19]2[CH:24]=[C:23]([C:25]([F:28])([F:27])[F:26])[CH:22]=[C:21]([C:29]([F:32])([F:31])[F:30])[CH:20]=2)[C@H:14]([CH2:34][C:35]2[CH:40]=[CH:39][C:38]([CH3:41])=[C:37]([O:42]C)[CH:36]=2)[CH2:13]1)[C:6]1[CH:11]=[CH:10][CH:9]=[CH:8][CH:7]=1.C(=O)([O-])O.[Na+]. Product: [CH2:5]([N:12]1[CH2:17][CH2:16][N:15]([C:18](=[O:33])[C:19]2[CH:24]=[C:23]([C:25]([F:26])([F:27])[F:28])[CH:22]=[C:21]([C:29]([F:32])([F:31])[F:30])[CH:20]=2)[C@H:14]([CH2:34][C:35]2[CH:40]=[CH:39][C:38]([CH3:41])=[C:37]([OH:42])[CH:36]=2)[CH2:13]1)[C:6]1[CH:11]=[CH:10][CH:9]=[CH:8][CH:7]=1. The catalyst class is: 4. (9) Reactant: [H-].[Na+].C([N:6]1[CH2:10][CH2:9][CH2:8][C:7]1=[O:11])(=O)C.[CH:12](=O)[C:13]1[C:14]([O:19][CH3:20])=[CH:15][CH:16]=[CH:17][CH:18]=1.Cl. Product: [CH3:20][O:19][C:14]1[CH:15]=[CH:16][CH:17]=[CH:18][C:13]=1[CH:12]=[C:8]1[CH2:9][CH2:10][NH:6][C:7]1=[O:11]. The catalyst class is: 30.